Dataset: Full USPTO retrosynthesis dataset with 1.9M reactions from patents (1976-2016). Task: Predict the reactants needed to synthesize the given product. (1) Given the product [F:5][C:6]1[CH:7]=[C:8]([O:16][CH:2]([CH3:4])[CH3:3])[CH:9]=[C:10]([F:15])[C:11]=1[N+:12]([O-:14])=[O:13], predict the reactants needed to synthesize it. The reactants are: I[CH:2]([CH3:4])[CH3:3].[F:5][C:6]1[CH:7]=[C:8]([OH:16])[CH:9]=[C:10]([F:15])[C:11]=1[N+:12]([O-:14])=[O:13].C([O-])([O-])=O.[K+].[K+].O. (2) Given the product [CH3:1][C:2]1[CH:6]=[C:5]([C:7]2[CH:8]=[CH:9][CH:10]=[CH:11][CH:12]=2)[N:4]([C:13]2[CH:14]=[CH:15][C:16]([CH2:19][NH:20][C:21](=[O:29])[C:22]3[CH:27]=[CH:26][CH:25]=[C:24]([NH:28][C:43]([C:35]4[C:36]([C:37]5[CH:42]=[CH:41][CH:40]=[CH:39][CH:38]=5)=[C:31]([CH3:30])[CH:32]=[CH:33][CH:34]=4)=[O:44])[CH:23]=3)=[CH:17][CH:18]=2)[N:3]=1, predict the reactants needed to synthesize it. The reactants are: [CH3:1][C:2]1[CH:6]=[C:5]([C:7]2[CH:12]=[CH:11][CH:10]=[CH:9][CH:8]=2)[N:4]([C:13]2[CH:18]=[CH:17][C:16]([CH2:19][NH:20][C:21](=[O:29])[C:22]3[CH:27]=[CH:26][CH:25]=[C:24]([NH2:28])[CH:23]=3)=[CH:15][CH:14]=2)[N:3]=1.[CH3:30][C:31]1[CH:32]=[CH:33][CH:34]=[C:35]([C:43](Cl)=[O:44])[C:36]=1[C:37]1[CH:42]=[CH:41][CH:40]=[CH:39][CH:38]=1.C(N(CC)CC)C. (3) Given the product [F:1][C:2]1[CH:10]=[CH:9][CH:8]=[C:7]2[C:3]=1[CH:4]=[C:5]([C:11]1[C:16](=[O:17])[N:15]([CH3:18])[CH:14]=[C:13]([C:19]3[C:20]([N:39]([CH3:44])[S:40]([CH3:43])(=[O:41])=[O:42])=[CH:21][C:22]4[O:26][C:25]([C:27]5[CH:28]=[CH:29][C:30]([F:33])=[CH:31][CH:32]=5)=[C:24]([C:34]([NH:36][CH3:37])=[O:35])[C:23]=4[CH:38]=3)[CH:12]=1)[N:6]2[CH3:47], predict the reactants needed to synthesize it. The reactants are: [F:1][C:2]1[CH:10]=[CH:9][CH:8]=[C:7]2[C:3]=1[CH:4]=[C:5]([C:11]1[C:16](=[O:17])[N:15]([CH3:18])[CH:14]=[C:13]([C:19]3[C:20]([N:39]([CH3:44])[S:40]([CH3:43])(=[O:42])=[O:41])=[CH:21][C:22]4[O:26][C:25]([C:27]5[CH:32]=[CH:31][C:30]([F:33])=[CH:29][CH:28]=5)=[C:24]([C:34]([NH:36][CH3:37])=[O:35])[C:23]=4[CH:38]=3)[CH:12]=1)[NH:6]2.CI.[C:47]([O-])([O-])=O.[Cs+].[Cs+]. (4) Given the product [CH:14]1([S:11]([C:8]([C:6]2[CH:5]=[C:4]([N:20]3[CH2:25][CH2:24][O:23][CH2:22][C@@H:21]3[CH3:26])[N:3]=[C:2]([C:41]3[CH:47]=[CH:46][C:44]([NH2:45])=[CH:43][CH:42]=3)[N:7]=2)([CH3:10])[CH3:9])(=[O:13])=[O:12])[CH2:19][CH2:18][CH2:17][CH2:16][CH2:15]1, predict the reactants needed to synthesize it. The reactants are: Cl[C:2]1[N:7]=[C:6]([C:8]([S:11]([CH:14]2[CH2:19][CH2:18][CH2:17][CH2:16][CH2:15]2)(=[O:13])=[O:12])([CH3:10])[CH3:9])[CH:5]=[C:4]([N:20]2[CH2:25][CH2:24][O:23][CH2:22][C@@H:21]2[CH3:26])[N:3]=1.C(=O)([O-])[O-].[Na+].[Na+].CC1(C)C(C)(C)OB([C:41]2[CH:47]=[CH:46][C:44]([NH2:45])=[CH:43][CH:42]=2)O1. (5) The reactants are: [CH3:1][N:2]1[CH:6]=[C:5]([C:7]2[CH:8]=[C:9]3[C:13](=[CH:14][CH:15]=2)[NH:12][CH2:11][CH2:10]3)[C:4]([C:16]([F:19])([F:18])[F:17])=[N:3]1.Br[C:21]1[C:25]2[CH2:26][N:27]([C:30](=[O:32])[CH3:31])[CH2:28][CH2:29][C:24]=2[N:23]([CH:33]2[CH2:37][CH2:36][O:35][CH2:34]2)[N:22]=1.COC(C)(C)C.C1(P(C2CCCCC2)C2C=CC=CC=2C2C(OC(C)C)=CC=CC=2OC(C)C)CCCCC1.C(O[Na])(C)(C)C. Given the product [CH3:1][N:2]1[CH:6]=[C:5]([C:7]2[CH:8]=[C:9]3[C:13](=[CH:14][CH:15]=2)[N:12]([C:21]2[C:25]4[CH2:26][N:27]([C:30](=[O:32])[CH3:31])[CH2:28][CH2:29][C:24]=4[N:23]([CH:33]4[CH2:37][CH2:36][O:35][CH2:34]4)[N:22]=2)[CH2:11][CH2:10]3)[C:4]([C:16]([F:19])([F:17])[F:18])=[N:3]1, predict the reactants needed to synthesize it. (6) Given the product [NH2:2][C:1]1[NH:28][N:27]=[C:7]([NH:10][C:11]2[CH:16]=[CH:15][C:14]([N:17]3[CH2:22][CH2:21][N:20]([CH:23]([CH3:25])[CH3:24])[CH2:19][CH2:18]3)=[CH:13][CH:12]=2)[C:3]=1[C:4]([NH2:6])=[O:5], predict the reactants needed to synthesize it. The reactants are: [C:1]([C:3](=[C:7]([NH:10][C:11]1[CH:16]=[CH:15][C:14]([N:17]2[CH2:22][CH2:21][N:20]([CH:23]([CH3:25])[CH3:24])[CH2:19][CH2:18]2)=[CH:13][CH:12]=1)SC)[C:4]([NH2:6])=[O:5])#[N:2].O.[NH2:27][NH2:28]. (7) Given the product [NH2:22][C:21]1[C:3]2[C:2](=[N:7][C:6]([N:8]3[CH2:9][CH2:10][N:11]([CH3:14])[CH2:12][CH2:13]3)=[C:5]3[CH2:15][O:16][C:17]([CH3:20])([CH3:19])[CH2:18][C:4]3=2)[S:1][C:30]=1[C:31]([NH2:33])=[O:32], predict the reactants needed to synthesize it. The reactants are: [SH:1][C:2]1[N:7]=[C:6]([N:8]2[CH2:13][CH2:12][N:11]([CH3:14])[CH2:10][CH2:9]2)[C:5]2[CH2:15][O:16][C:17]([CH3:20])([CH3:19])[CH2:18][C:4]=2[C:3]=1[C:21]#[N:22].C(=O)([O-])[O-].[K+].[K+].Cl[CH2:30][C:31]([NH2:33])=[O:32]. (8) Given the product [C:1]([O:4][C@H:5]([C:55]1[CH:60]=[CH:59][C:58]([F:61])=[CH:57][CH:56]=1)[CH2:6][CH2:7][C@H:8]1[C:11](=[O:12])[N:10]([C:13]2[CH:14]=[CH:15][C:16]([C:67]#[C:66][Si:63]([CH3:65])([CH3:64])[CH3:62])=[CH:17][CH:18]=2)[C@@H:9]1[C:27]1[CH:32]=[C:31]([C:33]#[C:34][C:35]([CH2:42][O:43][C:44](=[O:46])[CH3:45])([OH:41])[CH2:36][O:37][C:38](=[O:40])[CH3:39])[CH:30]=[CH:29][C:28]=1[O:47][CH2:48][C:49]1[CH:50]=[CH:51][CH:52]=[CH:53][CH:54]=1)(=[O:3])[CH3:2], predict the reactants needed to synthesize it. The reactants are: [C:1]([O:4][C@H:5]([C:55]1[CH:60]=[CH:59][C:58]([F:61])=[CH:57][CH:56]=1)[CH2:6][CH2:7][C@H:8]1[C:11](=[O:12])[N:10]([C:13]2[CH:18]=[CH:17][C:16](OS(C(F)(F)F)(=O)=O)=[CH:15][CH:14]=2)[C@@H:9]1[C:27]1[CH:32]=[C:31]([C:33]#[C:34][C:35]([CH2:42][O:43][C:44](=[O:46])[CH3:45])([OH:41])[CH2:36][O:37][C:38](=[O:40])[CH3:39])[CH:30]=[CH:29][C:28]=1[O:47][CH2:48][C:49]1[CH:54]=[CH:53][CH:52]=[CH:51][CH:50]=1)(=[O:3])[CH3:2].[CH3:62][Si:63]([C:66]#[CH:67])([CH3:65])[CH3:64].